This data is from Forward reaction prediction with 1.9M reactions from USPTO patents (1976-2016). The task is: Predict the product of the given reaction. (1) Given the reactants Cl[C:2]1[N:3]=[C:4]2[CH:23]=[C:22]([Cl:24])[CH:21]=[N:20][C:5]2=[N:6][C:7]=1[N:8]1[CH2:11][CH:10]([NH:12][C:13](=[O:19])[O:14][C:15]([CH3:18])([CH3:17])[CH3:16])[CH2:9]1.O.[NH2:26][NH2:27], predict the reaction product. The product is: [Cl:24][C:22]1[CH:21]=[N:20][C:5]2=[N:6][C:7]([N:8]3[CH2:11][CH:10]([NH:12][C:13](=[O:19])[O:14][C:15]([CH3:18])([CH3:17])[CH3:16])[CH2:9]3)=[C:2]([NH:26][NH2:27])[N:3]=[C:4]2[CH:23]=1. (2) Given the reactants [CH2:1]([O:10][C:11]1[CH:16]=[CH:15][N:14]=[C:13]([CH2:17]O)[C:12]=1[CH3:19])[CH2:2][CH2:3][CH2:4][CH2:5][CH2:6][CH2:7][CH2:8][CH3:9].S(Cl)([Cl:22])=O.C(=O)(O)[O-].[Na+], predict the reaction product. The product is: [CH2:1]([O:10][C:11]1[CH:16]=[CH:15][N:14]=[C:13]([CH2:17][Cl:22])[C:12]=1[CH3:19])[CH2:2][CH2:3][CH2:4][CH2:5][CH2:6][CH2:7][CH2:8][CH3:9].